Dataset: Reaction yield outcomes from USPTO patents with 853,638 reactions. Task: Predict the reaction yield, written as a fraction of the theoretical maximum amount of product (1.0 means a 100% yield; for example, 0.34 means a 34% yield). (1) The reactants are [C:1]([NH:3][C:4](=[N:12][C:13]1[CH:18]=[CH:17][C:16]([N:19]2[CH2:24][CH2:23][O:22][CH2:21][CH2:20]2)=[CH:15][C:14]=1[Cl:25])OC1C=CC=CC=1)#[N:2].[NH:26]([C:28]1[CH:33]=[CH:32][CH:31]=[CH:30][N:29]=1)[NH2:27].ClCCl. The catalyst is C(O)(C)C. The product is [Cl:25][C:14]1[CH:15]=[C:16]([N:19]2[CH2:20][CH2:21][O:22][CH2:23][CH2:24]2)[CH:17]=[CH:18][C:13]=1[NH:12][C:4]1[N:3]=[C:1]([NH2:2])[N:26]([C:28]2[CH:33]=[CH:32][CH:31]=[CH:30][N:29]=2)[N:27]=1. The yield is 0.790. (2) The reactants are [F:1][C:2]1[CH:27]=[C:26]([S:28]([CH3:31])(=[O:30])=[O:29])[C:25]([F:32])=[CH:24][C:3]=1[O:4][CH:5]1[CH2:9][CH2:8][N:7]([CH:10]2[CH2:15][CH2:14][N:13](C(OC(C)(C)C)=O)[CH2:12][CH2:11]2)[C:6]1=[O:23].Cl. The catalyst is C(OCC)(=O)C.C(O)(C)C. The product is [F:1][C:2]1[CH:27]=[C:26]([S:28]([CH3:31])(=[O:30])=[O:29])[C:25]([F:32])=[CH:24][C:3]=1[O:4][CH:5]1[CH2:9][CH2:8][N:7]([CH:10]2[CH2:15][CH2:14][NH:13][CH2:12][CH2:11]2)[C:6]1=[O:23]. The yield is 0.950. (3) The reactants are [Br:1][C:2]1[CH:3]=[CH:4][C:5]([Cl:16])=[C:6]([CH:15]=1)[CH2:7][C:8]1[CH:13]=[CH:12][C:11]([OH:14])=[CH:10][CH:9]=1.N1C=CN=C1.[C:22]([Si:26](Cl)([CH3:28])[CH3:27])([CH3:25])([CH3:24])[CH3:23]. The catalyst is CN(C)C=O.CN(C)C1C=CN=CC=1. The product is [Br:1][C:2]1[CH:3]=[CH:4][C:5]([Cl:16])=[C:6]([CH:15]=1)[CH2:7][C:8]1[CH:13]=[CH:12][C:11]([O:14][Si:26]([C:22]([CH3:25])([CH3:24])[CH3:23])([CH3:28])[CH3:27])=[CH:10][CH:9]=1. The yield is 0.990. (4) The product is [C:21]([O:20][C:18](=[O:19])[N:8]([CH2:1][C:2]1[CH:3]=[CH:4][CH:5]=[CH:6][CH:7]=1)[CH2:9][CH2:10][C:11]1[CH:12]=[CH:13][C:14]([OH:17])=[CH:15][CH:16]=1)([CH3:24])([CH3:23])[CH3:22]. The yield is 0.680. The catalyst is C1COCC1. The reactants are [CH2:1]([NH:8][CH2:9][CH2:10][C:11]1[CH:16]=[CH:15][C:14]([OH:17])=[CH:13][CH:12]=1)[C:2]1[CH:7]=[CH:6][CH:5]=[CH:4][CH:3]=1.[C:18](O[C:18]([O:20][C:21]([CH3:24])([CH3:23])[CH3:22])=[O:19])([O:20][C:21]([CH3:24])([CH3:23])[CH3:22])=[O:19]. (5) The reactants are Cl[CH2:2][C:3]1[N:4]=[C:5]([C:9]2[CH:10]=[C:11]([CH:16]=[CH:17][CH:18]=2)[C:12]([O:14][CH3:15])=[O:13])[O:6][C:7]=1[CH3:8].[OH:19][C:20]1[CH:27]=[CH:26][C:23]([CH:24]=[O:25])=[CH:22][CH:21]=1.C(=O)([O-])[O-].[K+].[K+].CN(C)C=O. The catalyst is O. The product is [CH:24]([C:23]1[CH:26]=[CH:27][C:20]([O:19][CH2:2][C:3]2[N:4]=[C:5]([C:9]3[CH:10]=[C:11]([CH:16]=[CH:17][CH:18]=3)[C:12]([O:14][CH3:15])=[O:13])[O:6][C:7]=2[CH3:8])=[CH:21][CH:22]=1)=[O:25]. The yield is 0.940.